Dataset: Peptide-MHC class I binding affinity with 185,985 pairs from IEDB/IMGT. Task: Regression. Given a peptide amino acid sequence and an MHC pseudo amino acid sequence, predict their binding affinity value. This is MHC class I binding data. The peptide sequence is NLFDIPLLTV. The MHC is HLA-B35:01 with pseudo-sequence HLA-B35:01. The binding affinity (normalized) is 0.